From a dataset of Peptide-MHC class I binding affinity with 185,985 pairs from IEDB/IMGT. Regression. Given a peptide amino acid sequence and an MHC pseudo amino acid sequence, predict their binding affinity value. This is MHC class I binding data. (1) The binding affinity (normalized) is 0.545. The MHC is BoLA-D18.4 with pseudo-sequence BoLA-D18.4. The peptide sequence is LQKGGVIVY. (2) The peptide sequence is SPVMGVIGF. The binding affinity (normalized) is 0.0847. The MHC is HLA-A68:02 with pseudo-sequence HLA-A68:02. (3) The binding affinity (normalized) is 0.695. The MHC is HLA-B07:02 with pseudo-sequence HLA-B07:02. The peptide sequence is NPTKYIRWKL. (4) The peptide sequence is LLGPGRPYK. The MHC is HLA-A33:01 with pseudo-sequence HLA-A33:01. The binding affinity (normalized) is 0.622.